From a dataset of Experimentally validated miRNA-target interactions with 360,000+ pairs, plus equal number of negative samples. Binary Classification. Given a miRNA mature sequence and a target amino acid sequence, predict their likelihood of interaction. (1) The miRNA is hsa-miR-6866-5p with sequence UUAGAGGCUGGAAUAGAGAUUCU. The protein sequence of the target gene is MGPWSRSLSALLLLLQVSSWLCQEPEPCHPGFDAESYTFTVPRRHLERGRVLGRVNFEDCTGRQRTAYFSLDTRFKVGTDGVITVKRPLRFHNPQIHFLVYAWDSTYRKFSTKVTLNTVGHHHRPPPHQASVSGIQAELLTFPNSSPGLRRQKRDWVIPPISCPENEKGPFPKNLVQIKSNKDKEGKVFYSITGQGADTPPVGVFIIERETGWLKVTEPLDRERIATYTLFSHAVSSNGNAVEDPMEILITVTDQNDNKPEFTQEVFKGSVMEGALPGTSVMEVTATDADDDVNTYNAAI.... Result: 0 (no interaction). (2) The miRNA is hsa-miR-4469 with sequence GCUCCCUCUAGGGUCGCUCGGA. The protein sequence of the target gene is MHRLPLLLLLGLLLAGSVAPARLVPKRLSQLGGFSWDNCDEGKDPAVIKSLTIQPDPIVVPGDVVVSLEGKTSVPLTAPQKVELTVEKEVAGFWVKIPCVEQLGSCSYENICDLIDEYIPPGESCPEPLHTYGLPCHCPFKEGTYSLPTSNFTVPDLELPSWLSTGNYRIQSILSSGGKRLGCIKIAASLKGR. Result: 0 (no interaction). (3) The miRNA is hsa-miR-1277-5p with sequence AAAUAUAUAUAUAUAUGUACGUAU. The protein sequence of the target gene is MAAASGYTDLREKLKSMTSRDNYKAGSREAAAAAAAAVAAAAAAAAAAEPYPVSGAKRKYQEDSDPERSDYEEQQLQKEEEARKVKSGIRQMRLFSQDECAKIEARIDEVVSRAEKGLYNEHTVDRAPLRNKYFFGEGYTYGAQLQKRGPGQERLYPPGDVDEIPEWVHQLVIQKLVEHRVIPEGFVNSAVINDYQPGGCIVSHVDPIHIFERPIVSVSFFSDSALCFGCKFQFKPIRVSEPVLSLPVRRGSVTVLSGYAADEITHCIRPQDIKERRAVIILRKTRLDAPRLETKSLSSS.... Result: 1 (interaction). (4) The miRNA is hsa-miR-450b-5p with sequence UUUUGCAAUAUGUUCCUGAAUA. The protein sequence of the target gene is MGNSDSQYTLQGSKNHSNTITGAKQIPCSLKIRGIHAKEEKSLHGWGHGSNGAGYKSRSLARSCLSHFKSNQPYASRLGGPTCKVSRGVAYSTHRTNAPGKDFQGISAAFSTENGFHSVGHELADNHITSRDCNGHLLNCYGRNESIASTPPGEDRKSPRVLIKTLGKLDGCLRVEFHNGGNPSKVPAEDCSEPVQLLRYSPTLASETSPVPEARRGSSADSLPSHRPSPTDSRLRSSKGSSLSSESSWYDSPWGNAGELSEAEGSFLAPGMPDPSLHASFPPGDAKKPFNQSSSLSSLR.... Result: 1 (interaction). (5) The miRNA is hsa-let-7b-5p with sequence UGAGGUAGUAGGUUGUGUGGUU. Result: 1 (interaction). The protein sequence of the target gene is MAQVSINNDYSEWDLSTDAGERARLLQSPCVDTAPKSEWEASPGGLDRGTTSTLGAIFIVVNACLGAGLLNFPAAFSTAGGVAAGIALQMGMLVFIISGLVILAYCSQASNERTYQEVVWAVCGKLTGVLCEVAIAVYTFGTCIAFLIIIGDQQDKIIAVMAKEPEGASGPWYTDRKFTISLTAFLFILPLSIPREIGFQKYASFLSVVGTWYVTAIVIIKYIWPDKEMTPGNILTRPASWMAVFNAMPTICFGFQCHVSSVPVFNSMQQPEVKTWGGVVTAAMVIALAVYMGTGICGFL.... (6) The miRNA is hsa-miR-362-3p with sequence AACACACCUAUUCAAGGAUUCA. The protein sequence of the target gene is MDRHSSYIFIWLQLELCAMAVLLTKGEIRCYCDAAHCVATGYMCKSELSACFSRLLDPQNSNSPLTHGCLDSLASTTDICQAKQARNHSGTTIPTLECCHEDMCNYRGLHDVLSPPRGEASGQGNRYQHDGSRNLITKVQELTSSKELWFRAAVIAVPIAGGLILVLLIMLALRMLRSENKRLQDQRQQMLSRLHYSFHGHHSKKGQVAKLDLECMVPVSGHENCCLTCDKMRQADLSNDKILSLVHWGMYSGHGKLEFV. Result: 1 (interaction). (7) The miRNA is hsa-miR-7107-3p with sequence UGGUCUGUUCAUUCUCUCUUUUUGGCC. The protein sequence of the target gene is MSAAAAPAAEGEDAPVPPSSEKEPEMPGPREESEEEEEDDEDDDEEDEEEEKEKSLIVEGKREKKKVERLTMQVSSLQREPFTVTQGKGQKLCEIERIHFFLSKKKPDELRNLHKLLYNRPGTVSSLKKNVGQFSGFPFEKGSTQYKKKEEMLKKFRNAMLKSICEVLDLERSGVNSELVKRILNFLMHPKPSGKPLPKSKKSSSKGSKKERNSSGTTRKSKQTKCPEILSDESSSDEDEKKNKEESSEDEEKESEEEQPPKKTSKKEKAKQKATAKSKKSVKSANVKKADSSTTKKNQK.... Result: 0 (no interaction). (8) The miRNA is hsa-miR-6867-5p with sequence UGUGUGUGUAGAGGAAGAAGGGA. The protein sequence of the target gene is MALHPRRVRLKPWLVAQVDSGLYPGLIWLHRDSKRFQIPWKHATRHSPQQEEENTIFKAWAVETGKYQEGVDDPDPAKWKAQLRCALNKSREFNLMYDGTKEVPMNPVKIYQVCDIPQTQGSVINPGSTGSAPWDEKDNDVDEDEEEDELEQSQHHVPIQDTFPFLNINGSPMAPASVGNCSVGNCSPESVWPKTEPLEMEVPQAPIQPFYSSPELWISSLPMTDLDIKFQYRGKEYGQTMTVSNPQGCRLFYGDLGPMPDQEELFGPVSLEQVKFPGPEHITNEKQKLFTSKLLDVMDR.... Result: 0 (no interaction).